This data is from Full USPTO retrosynthesis dataset with 1.9M reactions from patents (1976-2016). The task is: Predict the reactants needed to synthesize the given product. (1) Given the product [Cl:12][C:8]1[CH:9]=[C:10]2[C:5](=[CH:6][CH:7]=1)[N:4]1[CH:13]=[C:14]([CH3:16])[N:15]=[C:3]1[C:2]([N:27]1[CH2:26][CH2:21][N:20]([CH3:29])[CH2:19][CH2:18]1)=[N:11]2, predict the reactants needed to synthesize it. The reactants are: Cl[C:2]1[C:3]2[N:4]([CH2:13][CH:14]([CH3:16])[N:15]=2)[C:5]2[C:10]([N:11]=1)=[CH:9][C:8]([Cl:12])=[CH:7][CH:6]=2.Cl[C:18]1[C:19]2[N:20]([CH2:29]C(C)N=2)[C:21]2[C:26]([N:27]=1)=CC=C(Cl)C=2. (2) Given the product [Cl:1][C:2]1[C:3](=[O:9])[N:4]([CH3:10])[N:5]=[CH:6][C:7]=1[Cl:8], predict the reactants needed to synthesize it. The reactants are: [Cl:1][C:2]1[C:3](=[O:9])[NH:4][N:5]=[CH:6][C:7]=1[Cl:8].[C:10]([O-])([O-])=O.[K+].[K+].IC.